This data is from Forward reaction prediction with 1.9M reactions from USPTO patents (1976-2016). The task is: Predict the product of the given reaction. (1) Given the reactants [Br:1][C:2]1[CH:7]=[CH:6][C:5]([CH:8]=[CH:9][C:10]2[S:11][C:12]([Cl:15])=[CH:13][CH:14]=2)=[CH:4][CH:3]=1.BrC1C=C(C=CC2C=CC(Cl)=CC=2)SC=1, predict the reaction product. The product is: [Br:1][C:2]1[CH:3]=[C:4]2[C:5]([CH:8]=[CH:9][C:10]3[S:11][C:12]([Cl:15])=[CH:13][C:14]=32)=[CH:6][CH:7]=1. (2) Given the reactants [S:1]1[C:5]2[CH:6]=[CH:7][CH:8]=[CH:9][C:4]=2[C:3]([N:10]2[CH2:15][CH2:14][N:13]([CH2:16][CH2:17][CH2:18][C:19]3[CH:24]=[CH:23][C:22]([NH:25][C:26](=[O:29])[CH:27]=[CH2:28])=[CH:21][CH:20]=3)[CH2:12][CH2:11]2)=[N:2]1.Cl.[CH2:31]([O:33][C:34](=[O:38])[CH2:35][NH:36][CH3:37])[CH3:32].C(N(CC)CC)C, predict the reaction product. The product is: [CH2:31]([O:33][C:34](=[O:38])[CH2:35][N:36]([CH2:28][CH2:27][C:26](=[O:29])[NH:25][C:22]1[CH:21]=[CH:20][C:19]([CH2:18][CH2:17][CH2:16][N:13]2[CH2:14][CH2:15][N:10]([C:3]3[C:4]4[CH:9]=[CH:8][CH:7]=[CH:6][C:5]=4[S:1][N:2]=3)[CH2:11][CH2:12]2)=[CH:24][CH:23]=1)[CH3:37])[CH3:32].